From a dataset of Reaction yield outcomes from USPTO patents with 853,638 reactions. Predict the reaction yield, written as a fraction of the theoretical maximum amount of product (1.0 means a 100% yield; for example, 0.34 means a 34% yield). (1) The reactants are [CH3:1][O:2][C:3]([C:5]1[CH:10]=[N:9][CH:8]=[CH:7][N:6]=1)=[O:4]. The catalyst is CO.[C].[Pd]. The product is [CH3:1][O:2][C:3]([C:5]1[NH:6][CH2:7][CH2:8][NH:9][CH:10]=1)=[O:4]. The yield is 0.860. (2) The yield is 0.100. The catalyst is C1COCC1.C1C=CC([P]([Pd]([P](C2C=CC=CC=2)(C2C=CC=CC=2)C2C=CC=CC=2)([P](C2C=CC=CC=2)(C2C=CC=CC=2)C2C=CC=CC=2)[P](C2C=CC=CC=2)(C2C=CC=CC=2)C2C=CC=CC=2)(C2C=CC=CC=2)C2C=CC=CC=2)=CC=1. The reactants are [F:1][C:2]1[C:3]([Sn](C)(C)C)=[C:4]2[C:8](=[CH:9][CH:10]=1)[NH:7][CH:6]=[CH:5]2.C(OC([N:22]1[CH2:27][CH2:26][N:25]([CH2:28][C:29]2[S:37][C:36]3[C:35]([N:38]4[CH2:43][CH2:42][O:41][CH2:40][CH2:39]4)=[N:34][C:33](SC)=[N:32][C:31]=3[CH:30]=2)[CH2:24][CH2:23]1)=O)(C)(C)C. The product is [F:1][C:2]1[C:3]([C:33]2[N:34]=[C:35]([N:38]3[CH2:39][CH2:40][O:41][CH2:42][CH2:43]3)[C:36]3[S:37][C:29]([CH2:28][N:25]4[CH2:26][CH2:27][NH:22][CH2:23][CH2:24]4)=[CH:30][C:31]=3[N:32]=2)=[C:4]2[C:8](=[CH:9][CH:10]=1)[NH:7][CH:6]=[CH:5]2. (3) The product is [C:28]1([C:2]2[C:7]([O:8][CH3:9])=[C:6]([O:10][CH3:11])[C:5]([O:12][CH3:13])=[CH:4][C:3]=2[P:14](=[O:27])([C:21]2[CH:26]=[CH:25][CH:24]=[CH:23][CH:22]=2)[C:15]2[CH:20]=[CH:19][CH:18]=[CH:17][CH:16]=2)[CH:33]=[CH:32][CH:31]=[CH:30][CH:29]=1. The reactants are I[C:2]1[C:7]([O:8][CH3:9])=[C:6]([O:10][CH3:11])[C:5]([O:12][CH3:13])=[CH:4][C:3]=1[P:14](=[O:27])([C:21]1[CH:26]=[CH:25][CH:24]=[CH:23][CH:22]=1)[C:15]1[CH:20]=[CH:19][CH:18]=[CH:17][CH:16]=1.[C:28]1(B(O)O)[CH:33]=[CH:32][CH:31]=[CH:30][CH:29]=1. The yield is 0.980. The catalyst is C1C=CC([P]([Pd]([P](C2C=CC=CC=2)(C2C=CC=CC=2)C2C=CC=CC=2)([P](C2C=CC=CC=2)(C2C=CC=CC=2)C2C=CC=CC=2)[P](C2C=CC=CC=2)(C2C=CC=CC=2)C2C=CC=CC=2)(C2C=CC=CC=2)C2C=CC=CC=2)=CC=1. (4) The reactants are C(=O)([O-])[O-].[K+].[K+].[CH2:7]([O:9][C:10]([C:12]1[N:13]([CH3:18])[N:14]=[C:15]([OH:17])[CH:16]=1)=[O:11])[CH3:8].Cl[C:20]([F:26])([F:25])C(OC)=O. The catalyst is CN(C)C=O. The product is [CH2:7]([O:9][C:10]([C:12]1[N:13]([CH3:18])[N:14]=[C:15]([O:17][CH:20]([F:26])[F:25])[CH:16]=1)=[O:11])[CH3:8]. The yield is 0.500. (5) The reactants are [C:1]([O:5][C:6]([N:8]1[CH2:13][CH2:12][CH:11]([C:14]2[CH:19]=[CH:18][C:17]([NH2:20])=[CH:16][N:15]=2)[CH2:10][CH2:9]1)=[O:7])([CH3:4])([CH3:3])[CH3:2].[Br:21]N1C(=O)CCC1=O. The catalyst is C(Cl)Cl. The product is [C:1]([O:5][C:6]([N:8]1[CH2:9][CH2:10][CH:11]([C:14]2[CH:19]=[CH:18][C:17]([NH2:20])=[C:16]([Br:21])[N:15]=2)[CH2:12][CH2:13]1)=[O:7])([CH3:4])([CH3:2])[CH3:3]. The yield is 0.740. (6) The reactants are C(N(CC)C(C)C)C.[CH2:9]([C@:16]1([CH3:22])[CH2:21][NH:20][CH2:19][CH2:18][NH:17]1)[C:10]1[CH:15]=[CH:14][CH:13]=[CH:12][CH:11]=1.Cl[C:24]([O:26][CH3:27])=[O:25]. The product is [CH2:9]([C@:16]1([CH3:22])[CH2:21][N:20]([C:24]([O:26][CH3:27])=[O:25])[CH2:19][CH2:18][N:17]1[C:24]([O:26][CH3:27])=[O:25])[C:10]1[CH:15]=[CH:14][CH:13]=[CH:12][CH:11]=1. The catalyst is C(Cl)Cl. The yield is 0.340.